Dataset: Catalyst prediction with 721,799 reactions and 888 catalyst types from USPTO. Task: Predict which catalyst facilitates the given reaction. (1) Reactant: [CH2:1]([O:8][C:9]([N:11]1[CH2:16][CH2:15][CH:14]([CH2:17][CH2:18][S:19](Cl)(=[O:21])=[O:20])[CH2:13][CH2:12]1)=[O:10])[C:2]1[CH:7]=[CH:6][CH:5]=[CH:4][CH:3]=1.[NH:23]1[CH2:28][CH2:27][CH2:26][CH2:25][CH2:24]1. Product: [N:23]1([S:19]([CH2:18][CH2:17][CH:14]2[CH2:15][CH2:16][N:11]([C:9]([O:8][CH2:1][C:2]3[CH:7]=[CH:6][CH:5]=[CH:4][CH:3]=3)=[O:10])[CH2:12][CH2:13]2)(=[O:21])=[O:20])[CH2:28][CH2:27][CH2:26][CH2:25][CH2:24]1. The catalyst class is: 2. (2) Reactant: [CH3:1][C:2]1[CH:10]=[CH:9][C:8]2[N:7]([S:11]([C:14]3[CH:20]=[CH:19][C:17]([CH3:18])=[CH:16][CH:15]=3)(=[O:13])=[O:12])[CH:6]=[CH:5][C:4]=2[C:3]=1[NH2:21].C1C(=O)N([Br:29])C(=O)C1. Product: [Br:29][C:9]1[C:8]2[N:7]([S:11]([C:14]3[CH:20]=[CH:19][C:17]([CH3:18])=[CH:16][CH:15]=3)(=[O:13])=[O:12])[CH:6]=[CH:5][C:4]=2[C:3]([NH2:21])=[C:2]([CH3:1])[CH:10]=1. The catalyst class is: 3. (3) Product: [C:12]1([CH:7]([C:1]2[CH:2]=[CH:3][CH:4]=[CH:5][CH:6]=2)[CH2:8][CH2:9][CH2:10][Br:11])[CH:13]=[CH:14][CH:15]=[CH:16][CH:17]=1. Reactant: [C:1]1([C:7]([C:12]2[CH:17]=[CH:16][CH:15]=[CH:14][CH:13]=2)=[CH:8][CH2:9][CH2:10][Br:11])[CH:6]=[CH:5][CH:4]=[CH:3][CH:2]=1. The catalyst class is: 29. (4) Reactant: [CH:1]([C:4]1[CH:9]=[CH:8][C:7]([S:10]([C:13]2[CH:18]=[CH:17][C:16]([N:19]3[CH2:24][CH2:23][N:22](C(OC(C)(C)C)=O)[CH2:21][CH2:20]3)=[CH:15][CH:14]=2)(=[O:12])=[O:11])=[CH:6][C:5]=1[S:32]([NH:35][CH:36]1[CH2:41][CH2:40][O:39][CH2:38][CH2:37]1)(=[O:34])=[O:33])([CH3:3])[CH3:2].Cl. Product: [CH:1]([C:4]1[CH:9]=[CH:8][C:7]([S:10]([C:13]2[CH:18]=[CH:17][C:16]([N:19]3[CH2:20][CH2:21][NH:22][CH2:23][CH2:24]3)=[CH:15][CH:14]=2)(=[O:12])=[O:11])=[CH:6][C:5]=1[S:32]([NH:35][CH:36]1[CH2:41][CH2:40][O:39][CH2:38][CH2:37]1)(=[O:34])=[O:33])([CH3:3])[CH3:2]. The catalyst class is: 7. (5) Reactant: C(O)(=O)/C=C\C(O)=[O:5].C(O)(=O)/C=C\C(O)=O.[N:17]1[C:21]2[CH:22]=[CH:23][CH:24]=[CH:25][C:20]=2[NH:19][C:18]=1[S:26][CH2:27][CH2:28][N:29]1[CH2:34][CH2:33][N:32]([CH2:35][C:36]([NH:38][C:39]2[C:40]([S:48][CH3:49])=[N:41][C:42]([CH3:47])=[CH:43][C:44]=2[S:45][CH3:46])=[O:37])[CH2:31][CH2:30]1.ClC1C=CC=C(C(OO)=O)C=1. The catalyst class is: 147. Product: [N:17]1[C:21]2[CH:22]=[CH:23][CH:24]=[CH:25][C:20]=2[NH:19][C:18]=1[S:26][CH2:27][CH2:28][N:29]1[CH2:30][CH2:31][N:32]([CH2:35][C:36]([NH:38][C:39]2[C:40]([S:48]([CH3:49])=[O:5])=[N:41][C:42]([CH3:47])=[CH:43][C:44]=2[S:45][CH3:46])=[O:37])[CH2:33][CH2:34]1. (6) Reactant: C([O-])([O-])=O.[Cs+].[Cs+].[F:7][C:8]([F:24])([F:23])[CH:9]([C:11]1[CH:16]=[CH:15][CH:14]=[CH:13][C:12]=1[C:17]1[CH:18]=[N:19][N:20]([CH3:22])[CH:21]=1)[OH:10].[NH2:25][C:26]1[N:31]=[C:30](Cl)[CH:29]=[C:28]([Cl:33])[N:27]=1.O. The catalyst class is: 56. Product: [Cl:33][C:28]1[CH:29]=[C:30]([O:10][CH:9]([C:11]2[CH:16]=[CH:15][CH:14]=[CH:13][C:12]=2[C:17]2[CH:18]=[N:19][N:20]([CH3:22])[CH:21]=2)[C:8]([F:7])([F:23])[F:24])[N:31]=[C:26]([NH2:25])[N:27]=1. (7) The catalyst class is: 186. Reactant: [F:1][C:2]1[CH:7]=[C:6]([N+:8]([O-])=O)[CH:5]=[CH:4][C:3]=1[N:11]1[CH:15]=[C:14]([C:16]2[CH:21]=[CH:20][CH:19]=[CH:18][N:17]=2)[CH:13]=[N:12]1.Cl.C([O-])([O-])=O.[Na+].[Na+]. Product: [F:1][C:2]1[CH:7]=[C:6]([NH2:8])[CH:5]=[CH:4][C:3]=1[N:11]1[CH:15]=[C:14]([C:16]2[CH:21]=[CH:20][CH:19]=[CH:18][N:17]=2)[CH:13]=[N:12]1.